Dataset: Full USPTO retrosynthesis dataset with 1.9M reactions from patents (1976-2016). Task: Predict the reactants needed to synthesize the given product. Given the product [CH3:1][C:2]1[N:3]=[C:4]([NH:29][CH3:30])[S:5][C:6]=1[C:7]1[CH:12]=[CH:11][N:10]=[C:9]([NH:13][C:14]2[CH:15]=[CH:16][C:17]([N:20]3[CH2:21][CH2:22][NH:23][CH2:24][CH2:25]3)=[CH:18][CH:19]=2)[N:8]=1, predict the reactants needed to synthesize it. The reactants are: [CH3:1][C:2]1[N:3]=[C:4]([NH:29][CH3:30])[S:5][C:6]=1[C:7]1[CH:12]=[CH:11][N:10]=[C:9]([NH:13][C:14]2[CH:19]=[CH:18][C:17]([N:20]3[CH2:25][CH2:24][N:23](C(=O)C)[CH2:22][CH2:21]3)=[CH:16][CH:15]=2)[N:8]=1.CC#N.CC1N=C(NC)SC=1C1C=CN=C(NC2C=C(C=CC=2)CNC(=O)C)N=1.[N+]([O-])(O)=O.N(C1C=C(C=CC=1)CNC(=O)C)C(N)=N.